Dataset: Reaction yield outcomes from USPTO patents with 853,638 reactions. Task: Predict the reaction yield, written as a fraction of the theoretical maximum amount of product (1.0 means a 100% yield; for example, 0.34 means a 34% yield). (1) The reactants are [I:1][C:2]1[CH:13]=[CH:12][C:5]([CH2:6][CH:7]([C:9]([OH:11])=[O:10])[NH2:8])=[CH:4][CH:3]=1.[Si](Cl)(C)(C)C.C(N(CC)CC)C.[C:26](OC(=O)C)(=[O:28])[CH3:27]. The catalyst is ClCCl. The product is [C:26]([NH:8][C@H:7]([C:9]([OH:11])=[O:10])[CH2:6][C:5]1[CH:4]=[CH:3][C:2]([I:1])=[CH:13][CH:12]=1)(=[O:28])[CH3:27]. The yield is 0.950. (2) The reactants are CN(C)CCO.[Li]CCCC.[N:12]1[CH:17]=[CH:16][CH:15]=[CH:14][C:13]=1[N:18]1[CH2:23][CH2:22][O:21][CH2:20][CH2:19]1.[CH2:24]([Sn:28](Cl)([CH2:33][CH2:34][CH2:35][CH3:36])[CH2:29][CH2:30][CH2:31][CH3:32])[CH2:25][CH2:26][CH3:27]. The catalyst is CCCCCC.O. The product is [CH2:33]([Sn:28]([CH2:24][CH2:25][CH2:26][CH3:27])([CH2:29][CH2:30][CH2:31][CH3:32])[C:17]1[N:12]=[C:13]([N:18]2[CH2:19][CH2:20][O:21][CH2:22][CH2:23]2)[CH:14]=[CH:15][CH:16]=1)[CH2:34][CH2:35][CH3:36]. The yield is 0.0720. (3) The yield is 0.742. The reactants are C(OC(=O)[NH:7][C:8]1[S:9][C:10]([CH2:14][C:15]2[C:23]3[C:18](=[N:19][CH:20]=[C:21]([Cl:24])[CH:22]=3)[N:17]([S:25]([C:28]3[CH:33]=[CH:32][CH:31]=[CH:30][CH:29]=3)(=[O:27])=[O:26])[CH:16]=2)=[C:11]([Cl:13])[N:12]=1)(C)(C)C.Cl. The product is [C:28]1([S:25]([N:17]2[C:18]3=[N:19][CH:20]=[C:21]([Cl:24])[CH:22]=[C:23]3[C:15]([CH2:14][C:10]3[S:9][C:8]([NH2:7])=[N:12][C:11]=3[Cl:13])=[CH:16]2)(=[O:27])=[O:26])[CH:29]=[CH:30][CH:31]=[CH:32][CH:33]=1. The catalyst is ClCCl. (4) The reactants are CC(C)([O-])C.[K+].[CH3:7][C:8]([C:10]1[CH:15]=[CH:14][C:13]([O:16][CH3:17])=[CH:12][C:11]=1[O:18][CH3:19])=[O:9].[C:20](=O)([O:23]C)[O:21][CH3:22].C(O)(=O)CC(CC(O)=O)(C(O)=O)O. The catalyst is C(OC)(C)(C)C. The product is [CH3:19][O:18][C:11]1[CH:12]=[C:13]([O:16][CH3:17])[CH:14]=[CH:15][C:10]=1[C:8](=[O:9])[CH2:7][C:20]([O:21][CH3:22])=[O:23]. The yield is 0.850.